Dataset: NCI-60 drug combinations with 297,098 pairs across 59 cell lines. Task: Regression. Given two drug SMILES strings and cell line genomic features, predict the synergy score measuring deviation from expected non-interaction effect. (1) Drug 1: CC1CCC2CC(C(=CC=CC=CC(CC(C(=O)C(C(C(=CC(C(=O)CC(OC(=O)C3CCCCN3C(=O)C(=O)C1(O2)O)C(C)CC4CCC(C(C4)OC)O)C)C)O)OC)C)C)C)OC. Synergy scores: CSS=58.3, Synergy_ZIP=-1.61, Synergy_Bliss=-3.48, Synergy_Loewe=-3.76, Synergy_HSA=-3.49. Cell line: SK-MEL-5. Drug 2: CCCCC(=O)OCC(=O)C1(CC(C2=C(C1)C(=C3C(=C2O)C(=O)C4=C(C3=O)C=CC=C4OC)O)OC5CC(C(C(O5)C)O)NC(=O)C(F)(F)F)O. (2) Drug 1: COC1=CC(=CC(=C1O)OC)C2C3C(COC3=O)C(C4=CC5=C(C=C24)OCO5)OC6C(C(C7C(O6)COC(O7)C8=CC=CS8)O)O. Drug 2: C1CC(C1)(C(=O)O)C(=O)O.[NH2-].[NH2-].[Pt+2]. Cell line: IGROV1. Synergy scores: CSS=59.6, Synergy_ZIP=-2.94, Synergy_Bliss=1.18, Synergy_Loewe=5.68, Synergy_HSA=8.32. (3) Drug 1: COC1=CC(=CC(=C1O)OC)C2C3C(COC3=O)C(C4=CC5=C(C=C24)OCO5)OC6C(C(C7C(O6)COC(O7)C8=CC=CS8)O)O. Drug 2: CC1=C(C=C(C=C1)C(=O)NC2=CC(=CC(=C2)C(F)(F)F)N3C=C(N=C3)C)NC4=NC=CC(=N4)C5=CN=CC=C5. Cell line: NCI/ADR-RES. Synergy scores: CSS=0.895, Synergy_ZIP=0.323, Synergy_Bliss=1.82, Synergy_Loewe=0.321, Synergy_HSA=0.664. (4) Drug 1: C1=NC2=C(N1)C(=S)N=CN2. Drug 2: C1=NNC2=C1C(=O)NC=N2. Cell line: NCI-H322M. Synergy scores: CSS=44.1, Synergy_ZIP=0.328, Synergy_Bliss=2.91, Synergy_Loewe=-26.4, Synergy_HSA=2.87. (5) Drug 1: CNC(=O)C1=CC=CC=C1SC2=CC3=C(C=C2)C(=NN3)C=CC4=CC=CC=N4. Drug 2: CC1CCC2CC(C(=CC=CC=CC(CC(C(=O)C(C(C(=CC(C(=O)CC(OC(=O)C3CCCCN3C(=O)C(=O)C1(O2)O)C(C)CC4CCC(C(C4)OC)OCCO)C)C)O)OC)C)C)C)OC. Cell line: OVCAR-8. Synergy scores: CSS=13.9, Synergy_ZIP=-4.94, Synergy_Bliss=-4.90, Synergy_Loewe=-18.2, Synergy_HSA=-5.83.